This data is from Forward reaction prediction with 1.9M reactions from USPTO patents (1976-2016). The task is: Predict the product of the given reaction. (1) Given the reactants [NH:1]1[C:5]2[C:6]([C:10]([OH:12])=[O:11])=[CH:7][CH:8]=[CH:9][C:4]=2[N:3]=[CH:2]1.[CH3:13]C(C)N=C=NC(C)C, predict the reaction product. The product is: [CH3:13][O:11][C:10]([C:6]1[C:5]2[N:1]=[CH:2][NH:3][C:4]=2[CH:9]=[CH:8][CH:7]=1)=[O:12]. (2) Given the reactants [C:1]([O:4][C@@H:5]1[C@@H:18]([O:19][C:20](=[O:22])[CH3:21])[C@H:17]([O:23][C:24](=[O:26])[CH3:25])[CH2:16][S:15][C@H:6]1[O:7][C:8]1[CH:13]=[CH:12][CH:11]=[C:10](I)[CH:9]=1)(=[O:3])[CH3:2].[CH3:27][C:28]1[C:32](B(O)O)=[C:31]([CH3:36])[O:30][N:29]=1, predict the reaction product. The product is: [C:1]([O:4][C@@H:5]1[C@@H:18]([O:19][C:20](=[O:22])[CH3:21])[C@H:17]([O:23][C:24](=[O:26])[CH3:25])[CH2:16][S:15][C@H:6]1[O:7][C:8]1[CH:13]=[CH:12][CH:11]=[C:10]([C:32]2[C:28]([CH3:27])=[N:29][O:30][C:31]=2[CH3:36])[CH:9]=1)(=[O:3])[CH3:2]. (3) Given the reactants [F:1][C:2]1[CH:3]=[CH:4][CH:5]=[C:6]2[C:10]=1[NH:9][N:8]=[C:7]2[C:11]1[CH:16]=[CH:15][C:14]([O:17][CH3:18])=[CH:13][CH:12]=1.[H-].[Na+].I[CH2:22][CH2:23][CH3:24], predict the reaction product. The product is: [F:1][C:2]1[CH:3]=[CH:4][CH:5]=[C:6]2[C:10]=1[N:9]([CH2:22][CH2:23][CH3:24])[N:8]=[C:7]2[C:11]1[CH:16]=[CH:15][C:14]([O:17][CH3:18])=[CH:13][CH:12]=1. (4) Given the reactants [CH3:1][C:2]1[CH:11]=[CH:10][C:9]2[C:4](=[CH:5][C:6]([OH:12])=[CH:7][CH:8]=2)[N:3]=1.C([O-])([O-])=O.[Cs+].[Cs+].[CH3:19][C@@H:20]1[CH2:22][O:21]1, predict the reaction product. The product is: [CH3:1][C:2]1[CH:11]=[CH:10][C:9]2[C:4](=[CH:5][C:6]([O:12][CH2:19][C@H:20]([OH:21])[CH3:22])=[CH:7][CH:8]=2)[N:3]=1. (5) The product is: [Cl:20][C:21]1[N:22]=[N:23][C:24]([C:6]2[C:7]3[NH:8][C:9]([C:12]([F:15])([F:14])[F:13])=[N:10][C:11]=3[C:3]([O:2][CH3:1])=[CH:4][CH:5]=2)=[CH:25][CH:26]=1. Given the reactants [CH3:1][O:2][C:3]1[C:11]2[N:10]=[C:9]([C:12]([F:15])([F:14])[F:13])[NH:8][C:7]=2[C:6](OB(O)O)=[CH:5][CH:4]=1.[Cl:20][C:21]1[N:22]=[N:23][C:24](Cl)=[CH:25][CH:26]=1, predict the reaction product.